From a dataset of Catalyst prediction with 721,799 reactions and 888 catalyst types from USPTO. Predict which catalyst facilitates the given reaction. (1) Reactant: [S:1]1[C:5](B(O)O)=[CH:4][C:3]2[CH:9]=[CH:10][CH:11]=[CH:12][C:2]1=2.Cl[C:14]1[CH:15]=[CH:16][C:17]2[C:26]([CH:27]=1)=[C:25]1[C:20]([CH:21]=[CH:22][CH:23]=[CH:24]1)=[N:19][CH:18]=2.C(=O)([O-])[O-].[Na+].[Na+].O. Product: [S:1]1[C:2]2[CH:12]=[CH:11][CH:10]=[CH:9][C:3]=2[CH:4]=[C:5]1[C:14]1[CH:15]=[CH:16][C:17]2[C:26]([CH:27]=1)=[C:25]1[C:20]([CH:21]=[CH:22][CH:23]=[CH:24]1)=[N:19][CH:18]=2. The catalyst class is: 312. (2) Reactant: [CH3:1][CH2:2][O:3][C:4]([C:6]1[CH:11]([C:12]2[CH:13]=[CH:14][CH:15]=[CH:16][C:17]=2[Cl:18])[C:10]([C:19]([O:21][CH3:22])=[O:20])=[C:9]([CH3:23])[NH:8][C:7]=1[CH2:24][O:25][CH2:26][CH2:27][NH2:28])=[O:5].[C@@:29]12([CH2:39][S:40]([OH:43])(=[O:42])=[O:41])[C:36]([CH3:38])([CH3:37])[CH:33]([CH2:34][CH2:35]1)[CH2:32][C:30]2=[O:31]. Product: [CH3:1][CH2:2][O:3][C:4]([C:6]1[CH:11]([C:12]2[C:17]([Cl:18])=[CH:16][CH:15]=[CH:14][CH:13]=2)[C:10]([C:19]([O:21][CH3:22])=[O:20])=[C:9]([CH3:23])[NH:8][C:7]=1[CH2:24][O:25][CH2:26][CH2:27][NH2:28])=[O:5].[CH3:37][C:36]1([CH3:38])[C@:29]2([CH2:39][S:40]([OH:43])(=[O:42])=[O:41])[C:30]([CH2:32][C@H:33]1[CH2:34][CH2:35]2)=[O:31]. The catalyst class is: 5. (3) Reactant: [Cl:1][C:2]1[CH:3]=[C:4]([NH:9][C:10]2[C:11]3[CH2:18][C:17](=[O:19])[NH:16][C:12]=3[N:13]=[CH:14][N:15]=2)[CH:5]=[CH:6][C:7]=1[F:8].[CH3:20][C:21]1[CH:25]=[C:24]([C:26]([N:28]2[CH2:33][CH2:32][O:31][CH2:30][CH2:29]2)=[O:27])[NH:23][C:22]=1[CH:34]=O. Product: [Cl:1][C:2]1[CH:3]=[C:4]([NH:9][C:10]2[C:11]3[C:18](=[CH:34][C:22]4[NH:23][C:24]([C:26]([N:28]5[CH2:29][CH2:30][O:31][CH2:32][CH2:33]5)=[O:27])=[CH:25][C:21]=4[CH3:20])[C:17](=[O:19])[NH:16][C:12]=3[N:13]=[CH:14][N:15]=2)[CH:5]=[CH:6][C:7]=1[F:8]. The catalyst class is: 495. (4) Reactant: [Br:1][C:2]1[CH:3]=[N:4][N:5]2[CH:10]=[CH:9][C:8]([N:11]3[CH2:16][CH2:15][NH:14][CH2:13][CH2:12]3)=[N:7][C:6]=12.[NH:17](C(OC(C)(C)C)=O)[C@H:18]([C:23](O)=[O:24])[CH2:19][CH:20]([CH3:22])[CH3:21].CN(C(ON1N=NC2C=CC=NC1=2)=[N+](C)C)C.F[P-](F)(F)(F)(F)F.C(N(CC)CC)C. Product: [NH2:17][C@@H:18]([CH2:19][CH:20]([CH3:22])[CH3:21])[C:23]([N:14]1[CH2:15][CH2:16][N:11]([C:8]2[CH:9]=[CH:10][N:5]3[N:4]=[CH:3][C:2]([Br:1])=[C:6]3[N:7]=2)[CH2:12][CH2:13]1)=[O:24]. The catalyst class is: 85. (5) Product: [OH:1][C@H:2]1[CH2:7][CH2:6][C@H:5]([NH:8][C:9]2[N:18]=[CH:17][C:16]3[C:11](=[C:12]([O:20][CH2:21][C:22]([OH:24])=[O:23])[C:13]([CH3:19])=[CH:14][CH:15]=3)[N:10]=2)[CH2:4][CH2:3]1. Reactant: [OH:1][C@H:2]1[CH2:7][CH2:6][C@H:5]([NH:8][C:9]2[N:18]=[CH:17][C:16]3[C:11](=[C:12]([O:20][CH2:21][C:22]([O:24]C)=[O:23])[C:13]([CH3:19])=[CH:14][CH:15]=3)[N:10]=2)[CH2:4][CH2:3]1.[OH-].[Na+].CCOC(C)=O. The catalyst class is: 5.